This data is from Forward reaction prediction with 1.9M reactions from USPTO patents (1976-2016). The task is: Predict the product of the given reaction. (1) Given the reactants Cl[C:2]1[CH:7]=[N:6][N:5]([CH3:8])[C:4](=[O:9])[CH:3]=1.[B:10]1([B:10]2[O:14][C:13]([CH3:16])([CH3:15])[C:12]([CH3:18])([CH3:17])[O:11]2)[O:14][C:13]([CH3:16])([CH3:15])[C:12]([CH3:18])([CH3:17])[O:11]1.C([O-])(=O)C.[K+].CC(C1C=C(C(C)C)C(C2C=CC=CC=2P(C2CCCCC2)C2CCCCC2)=C(C(C)C)C=1)C, predict the reaction product. The product is: [CH3:8][N:5]1[C:4](=[O:9])[CH:3]=[C:2]([B:10]2[O:14][C:13]([CH3:16])([CH3:15])[C:12]([CH3:18])([CH3:17])[O:11]2)[CH:7]=[N:6]1. (2) The product is: [CH3:11][N:12]1[CH2:13][CH2:14][CH:15]([C:18]2[C:26]3[C:21](=[CH:22][CH:23]=[C:24]([NH:27][S:7]([C:1]4[CH:6]=[CH:5][CH:4]=[CH:3][CH:2]=4)(=[O:9])=[O:8])[CH:25]=3)[NH:20][N:19]=2)[CH2:16][CH2:17]1. Given the reactants [C:1]1([S:7](Cl)(=[O:9])=[O:8])[CH:6]=[CH:5][CH:4]=[CH:3][CH:2]=1.[CH3:11][N:12]1[CH2:17][CH2:16][CH:15]([C:18]2[C:26]3[C:21](=[CH:22][CH:23]=[C:24]([NH2:27])[CH:25]=3)[NH:20][N:19]=2)[CH2:14][CH2:13]1, predict the reaction product. (3) The product is: [C:19]([O:18][C:16]([CH2:35][C:36]([O:13][C@H:11](/[CH:10]=[CH:9]/[C:6]1[CH:5]=[CH:4][C:3]([C:2]([F:14])([F:15])[F:1])=[CH:8][CH:7]=1)[CH3:12])=[O:49])=[O:17])([CH3:20])([CH3:21])[CH3:22]. Given the reactants [F:1][C:2]([F:15])([F:14])[C:3]1[CH:8]=[CH:7][C:6](/[CH:9]=[CH:10]/[C@@H:11]([OH:13])[CH3:12])=[CH:5][CH:4]=1.[C:16](NCC(O)=O)([O:18][C:19]([CH3:22])([CH3:21])[CH3:20])=[O:17].Cl.C(N=C=NC[CH2:35][CH2:36]N(C)C)C.N1([OH:49])C2C=CC=CC=2N=N1.CCN(C(C)C)C(C)C, predict the reaction product. (4) Given the reactants Br[C:2]1[C:11]2[C:6](=[CH:7][CH:8]=[CH:9][CH:10]=2)[CH:5]=[CH:4][C:3]=1[C:12]([O:14][CH3:15])=[O:13].[C:16]1(B(O)O)[CH:21]=[CH:20][CH:19]=[CH:18][CH:17]=1.O.P([O-])([O-])([O-])=O.[K+].[K+].[K+], predict the reaction product. The product is: [C:16]1([C:2]2[C:11]3[C:6](=[CH:7][CH:8]=[CH:9][CH:10]=3)[CH:5]=[CH:4][C:3]=2[C:12]([O:14][CH3:15])=[O:13])[CH:21]=[CH:20][CH:19]=[CH:18][CH:17]=1. (5) Given the reactants [CH3:1][CH2:2][CH2:3][CH2:4][C:5]1[N:9]([CH2:10][C:11]2[CH:16]=[CH:15][C:14]([C:17]3[C:22]([C:23]4[N:27]=[N:26][N:25](C(C5C=CC=CC=5)(C5C=CC=CC=5)C5C=CC=CC=5)[N:24]=4)=[CH:21][CH:20]=[CH:19][CH:18]=3)=[CH:13][CH:12]=2)[C:8]([CH2:47][OH:48])=[C:7]([Cl:49])[N:6]=1.Cl, predict the reaction product. The product is: [CH3:1][CH2:2][CH2:3][CH2:4][C:5]1[N:9]([CH2:10][C:11]2[CH:16]=[CH:15][C:14]([C:17]3[CH:18]=[CH:19][CH:20]=[CH:21][C:22]=3[C:23]3[N:27]=[N:26][NH:25][N:24]=3)=[CH:13][CH:12]=2)[C:8]([CH2:47][OH:48])=[C:7]([Cl:49])[N:6]=1. (6) Given the reactants Cl.[Br:2][C:3]1[CH:12]=[C:11]2[C:6]([CH2:7][CH2:8][NH:9][CH2:10]2)=[CH:5][CH:4]=1.[N:13]1[CH:18]=[CH:17][CH:16]=[CH:15][C:14]=1[C:19](O)=[O:20].CN(C(ON1N=NC2C=CC=NC1=2)=[N+](C)C)C.F[P-](F)(F)(F)(F)F.CN1CCOCC1, predict the reaction product. The product is: [Br:2][C:3]1[CH:12]=[C:11]2[C:6]([CH2:7][CH2:8][N:9]([C:19]([C:14]3[CH:15]=[CH:16][CH:17]=[CH:18][N:13]=3)=[O:20])[CH2:10]2)=[CH:5][CH:4]=1. (7) The product is: [CH:1]1([CH2:6][C:7]([NH:11][C@H:12]([C:14]([NH:16][CH:17]2[C:18](=[O:37])[N:19]([CH2:33][CH:34]([CH3:35])[CH3:36])[C:20]3[CH:32]=[CH:31][CH:30]=[CH:29][C:21]=3[N:22]([CH2:25][CH:26]([CH3:28])[CH3:27])[C:23]2=[O:24])=[O:15])[CH3:13])=[O:9])[CH2:2][CH2:3][CH2:4][CH2:5]1. Given the reactants [CH:1]1([CH2:6][C:7]([OH:9])=O)[CH2:5][CH2:4][CH2:3][CH2:2]1.Cl.[NH2:11][C@H:12]([C:14]([NH:16][CH:17]1[C:23](=[O:24])[N:22]([CH2:25][CH:26]([CH3:28])[CH3:27])[C:21]2[CH:29]=[CH:30][CH:31]=[CH:32][C:20]=2[N:19]([CH2:33][CH:34]([CH3:36])[CH3:35])[C:18]1=[O:37])=[O:15])[CH3:13], predict the reaction product. (8) Given the reactants C(O)(=O)C.[Br:5][C:6]1[CH:11]=[N:10][CH:9]=[C:8]2[S:12][C:13](C([O-])=O)=[CH:14][C:7]=12, predict the reaction product. The product is: [Br:5][C:6]1[CH:11]=[N:10][CH:9]=[C:8]2[S:12][CH:13]=[CH:14][C:7]=12. (9) Given the reactants [CH:1]([N:4]1[C:8](B2OC(C)(C)C(C)(C)O2)=[CH:7][CH:6]=[N:5]1)([CH3:3])[CH3:2].I[C:19]1[N:23]2[C:24]3[N:32]=[CH:31][C:30]([C:33]([O:35][CH3:36])=[O:34])=[CH:29][C:25]=3[O:26][CH2:27][CH2:28][C:22]2=[N:21][CH:20]=1.ClCCl.C([O-])(=O)C.[K+].COCCOC, predict the reaction product. The product is: [CH:1]([N:4]1[C:8]([C:20]2[N:21]=[C:22]3[CH2:28][CH2:27][O:26][C:25]4[CH:29]=[C:30]([C:33]([O:35][CH3:36])=[O:34])[CH:31]=[N:32][C:24]=4[N:23]3[CH:19]=2)=[CH:7][CH:6]=[N:5]1)([CH3:2])[CH3:3].